Task: Predict the product of the given reaction.. Dataset: Forward reaction prediction with 1.9M reactions from USPTO patents (1976-2016) (1) Given the reactants [C:1]([O:5][C:6]([N:8]1[C:16]2[C:11](=[CH:12][C:13]([C:17]([CH3:25])([CH3:24])[O:18][SiH2:19][C:20]([CH3:23])([CH3:22])[CH3:21])=[CH:14][CH:15]=2)[CH:10]=[CH:9]1)=[O:7])([CH3:4])([CH3:3])[CH3:2].[B:26](OC(C)C)([O:31]C(C)C)[O:27]C(C)C.C([N-]C(C)C)(C)C.[Li+], predict the reaction product. The product is: [NH:8]1[C:16]2[C:11](=[CH:12][CH:13]=[CH:14][CH:15]=2)[CH:10]=[C:9]1[B:26]([OH:31])[OH:27].[C:1]([O:5][C:6]([N:8]1[C:16]2[C:11](=[CH:12][C:13]([C:17]([CH3:25])([CH3:24])[O:18][SiH2:19][C:20]([CH3:23])([CH3:22])[CH3:21])=[CH:14][CH:15]=2)[CH:10]=[CH:9]1)=[O:7])([CH3:4])([CH3:3])[CH3:2]. (2) Given the reactants [C:1]1([N:7]2[C:12](=[O:13])[C:11]3[S:14][CH:15]=[C:16]([C:17]4[CH:22]=[CH:21][CH:20]=[CH:19][CH:18]=4)[C:10]=3[N:9]=[CH:8]2)C=[CH:5][CH:4]=[CH:3][CH:2]=1.NC1C(C2C=CC=CC=2)=CSC=1C(OC)=[O:36].C(OCC)(OCC)OCC.O1CCC[C@@H]1CN, predict the reaction product. The product is: [C:17]1([C:16]2[C:10]3[N:9]=[CH:8][N:7]([CH2:1][C@H:2]4[CH2:3][CH2:4][CH2:5][O:36]4)[C:12](=[O:13])[C:11]=3[S:14][CH:15]=2)[CH:22]=[CH:21][CH:20]=[CH:19][CH:18]=1.